This data is from Reaction yield outcomes from USPTO patents with 853,638 reactions. The task is: Predict the reaction yield, written as a fraction of the theoretical maximum amount of product (1.0 means a 100% yield; for example, 0.34 means a 34% yield). (1) The reactants are [Br:1][C:2]1[CH:7]=[C:6]([F:8])[CH:5]=[CH:4][C:3]=1[OH:9].C(=O)([O-])[O-].[K+].[K+].[CH2:16](Br)[CH:17]=[CH2:18].O. The catalyst is CC(C)=O. The product is [CH2:18]([O:9][C:3]1[CH:4]=[CH:5][C:6]([F:8])=[CH:7][C:2]=1[Br:1])[CH:17]=[CH2:16]. The yield is 1.00. (2) The reactants are [F:1][C:2]1[CH:7]=[C:6]([C:8]([F:11])([F:10])[F:9])[CH:5]=[CH:4][C:3]=1[C:12]1[C:21]2[CH2:20][CH2:19][CH2:18][CH:17]([CH2:22][C:23](OCC)=[O:24])[C:16]=2[CH:15]=[N:14][CH:13]=1.[H-].C([Al+]CC(C)C)C(C)C. The catalyst is C1COCC1. The product is [F:1][C:2]1[CH:7]=[C:6]([C:8]([F:10])([F:9])[F:11])[CH:5]=[CH:4][C:3]=1[C:12]1[C:21]2[CH2:20][CH2:19][CH2:18][CH:17]([CH2:22][CH2:23][OH:24])[C:16]=2[CH:15]=[N:14][CH:13]=1. The yield is 0.560. (3) The reactants are C([O:4][C@@H:5]1[CH2:10][CH2:9][CH2:8][CH2:7][C@H:6]1[NH:11][C:12]1[S:13][C:14]2[CH:20]=[C:19]([CH2:21][N:22]3[C:26]4=[N:27][CH:28]=[C:29]([CH2:31][NH2:32])[CH:30]=[C:25]4[N:24]=[CH:23]3)[CH:18]=[CH:17][C:15]=2[N:16]=1)(=O)C.N1C=CC=CC=1.[C:39](Cl)([CH3:41])=[O:40]. The catalyst is C(Cl)Cl. The product is [OH:4][C@@H:5]1[CH2:10][CH2:9][CH2:8][CH2:7][C@H:6]1[NH:11][C:12]1[S:13][C:14]2[CH:20]=[C:19]([CH2:21][N:22]3[C:26]4=[N:27][CH:28]=[C:29]([CH2:31][NH:32][C:39](=[O:40])[CH3:41])[CH:30]=[C:25]4[N:24]=[CH:23]3)[CH:18]=[CH:17][C:15]=2[N:16]=1. The yield is 0.820. (4) The product is [Cl:1][C:2]1[CH:3]=[C:4]2[C:8](=[CH:9][CH:10]=1)[N:7]([C:11]1[CH:16]=[CH:15][CH:14]=[C:13]([C:17]([F:19])([F:18])[F:20])[CH:12]=1)[C:6]([CH:21]([NH:29][C:30]1[CH:31]=[CH:32][C:33]([C:34]([O:36][CH3:37])=[O:35])=[CH:38][CH:39]=1)[CH2:22][CH2:23][CH2:24][CH2:25][CH2:26][CH3:27])=[CH:5]2. The catalyst is O1CCCC1.[Ti](Cl)(Cl)(Cl)Cl.C(O)(=O)C.C(Cl)Cl.C(N(CC)CC)C. The reactants are [Cl:1][C:2]1[CH:3]=[C:4]2[C:8](=[CH:9][CH:10]=1)[N:7]([C:11]1[CH:16]=[CH:15][CH:14]=[C:13]([C:17]([F:20])([F:19])[F:18])[CH:12]=1)[C:6]([C:21](=O)[CH2:22][CH2:23][CH2:24][CH2:25][CH2:26][CH3:27])=[CH:5]2.[NH2:29][C:30]1[CH:39]=[CH:38][C:33]([C:34]([O:36][CH3:37])=[O:35])=[CH:32][CH:31]=1.C(=O)([O-])O.[Na+].C([BH3-])#N.[Na+]. The yield is 0.680. (5) The reactants are [CH2:1]([N:3]1[CH:7]=[C:6](/[CH:8]=[CH:9]/[C:10]2[C:11]([O:21][CH2:22][C:23]3[CH:48]=[CH:47][C:26]([O:27][CH2:28][C:29]4[N:30]=[C:31]([C:35]5[CH:40]=[CH:39][C:38]([CH2:41][C:42]([O:44]CC)=[O:43])=[CH:37][CH:36]=5)[O:32][C:33]=4[CH3:34])=[C:25]([O:49][CH3:50])[CH:24]=3)=[N:12][N:13]([C:15]3[CH:20]=[CH:19][CH:18]=[CH:17][CH:16]=3)[CH:14]=2)[N:5]=[CH:4]1)[CH3:2].[OH-].[Na+].O1CCCC1.Cl. The catalyst is C(O)C. The product is [CH2:1]([N:3]1[CH:7]=[C:6](/[CH:8]=[CH:9]/[C:10]2[C:11]([O:21][CH2:22][C:23]3[CH:48]=[CH:47][C:26]([O:27][CH2:28][C:29]4[N:30]=[C:31]([C:35]5[CH:40]=[CH:39][C:38]([CH2:41][C:42]([OH:44])=[O:43])=[CH:37][CH:36]=5)[O:32][C:33]=4[CH3:34])=[C:25]([O:49][CH3:50])[CH:24]=3)=[N:12][N:13]([C:15]3[CH:20]=[CH:19][CH:18]=[CH:17][CH:16]=3)[CH:14]=2)[N:5]=[CH:4]1)[CH3:2]. The yield is 1.00. (6) The product is [C:17]([O:16][C:14](=[O:15])[NH:1][CH:2]([C:6]1[CH:11]=[CH:10][C:9]([F:12])=[C:8]([F:13])[CH:7]=1)[CH:3]([OH:5])[CH3:4])([CH3:20])([CH3:19])[CH3:18]. The yield is 0.910. The catalyst is C(Cl)(Cl)Cl. The reactants are [NH2:1][CH:2]([C:6]1[CH:11]=[CH:10][C:9]([F:12])=[C:8]([F:13])[CH:7]=1)[CH:3]([OH:5])[CH3:4].[C:14](O[C:14]([O:16][C:17]([CH3:20])([CH3:19])[CH3:18])=[O:15])([O:16][C:17]([CH3:20])([CH3:19])[CH3:18])=[O:15]. (7) The reactants are [O:1]1[C:6]2=[CH:7][C:8]3[C:9](=[O:15])[C:10](=[O:14])[NH:11][C:12]=3[CH:13]=[C:5]2[O:4][CH2:3][CH2:2]1.[H-].[Na+].Br[CH:19]([C:26]1[CH:31]=[CH:30][CH:29]=[CH:28][CH:27]=1)[C:20]1[CH:25]=[CH:24][CH:23]=[CH:22][CH:21]=1. The catalyst is CN(C)C=O.O.C(OCC)(=O)C. The product is [C:20]1([CH:19]([C:26]2[CH:27]=[CH:28][CH:29]=[CH:30][CH:31]=2)[N:11]2[C:12]3[CH:13]=[C:5]4[O:4][CH2:3][CH2:2][O:1][C:6]4=[CH:7][C:8]=3[C:9](=[O:15])[C:10]2=[O:14])[CH:25]=[CH:24][CH:23]=[CH:22][CH:21]=1. The yield is 0.220. (8) The reactants are [C:1]([C:5]1[O:9][N:8]=[C:7]([N:10]([C:14]2[CH:19]=[CH:18][CH:17]=[C:16](I)[N:15]=2)C(N)=O)[CH:6]=1)([CH3:4])([CH3:3])[CH3:2].[C:21]([C:23]1[CH:24]=[N:25][C:26]([NH2:29])=[N:27][CH:28]=1)#[CH:22].CC[N:32]([CH2:35]C)CC.CN(C=[O:41])C. The catalyst is [Cu]I. The product is [NH2:29][C:26]1[N:27]=[CH:28][C:23]([C:21]#[C:22][C:35]2[N:32]=[C:16]([NH:15][C:14]([NH:10][C:7]3[CH:6]=[C:5]([C:1]([CH3:2])([CH3:3])[CH3:4])[O:9][N:8]=3)=[O:41])[CH:17]=[CH:18][CH:19]=2)=[CH:24][N:25]=1. The yield is 0.0700. (9) The reactants are C(OC([NH:11][CH:12]1[N:18]=[C:17]([C:19]2[CH:24]=[CH:23][CH:22]=[CH:21][CH:20]=2)[C:16]2[CH:25]=[CH:26][CH:27]=[CH:28][C:15]=2[N:14]([CH2:29][CH2:30][CH2:31][C:32]([F:35])([F:34])[F:33])[C:13]1=[O:36])=O)C1C=CC=CC=1. The catalyst is C(Cl)Cl. The product is [NH2:11][CH:12]1[N:18]=[C:17]([C:19]2[CH:20]=[CH:21][CH:22]=[CH:23][CH:24]=2)[C:16]2[CH:25]=[CH:26][CH:27]=[CH:28][C:15]=2[N:14]([CH2:29][CH2:30][CH2:31][C:32]([F:34])([F:33])[F:35])[C:13]1=[O:36]. The yield is 1.00.